This data is from Full USPTO retrosynthesis dataset with 1.9M reactions from patents (1976-2016). The task is: Predict the reactants needed to synthesize the given product. (1) Given the product [F:54][C:50]1[C:48]2[N:49]=[C:45]([C:39]3[CH:38]=[C:37]([C:18]4[C:19]([N:21]([CH3:26])[S:22]([CH3:25])(=[O:23])=[O:24])=[CH:20][C:10]5[O:9][C:8]([C:5]6[CH:6]=[CH:7][C:2]([F:1])=[CH:3][CH:4]=6)=[C:12]([C:13]([NH:15][CH3:16])=[O:14])[C:11]=5[CH:17]=4)[CH:42]=[N:41][C:40]=3[O:43][CH3:44])[O:46][C:47]=2[CH:53]=[CH:52][CH:51]=1, predict the reactants needed to synthesize it. The reactants are: [F:1][C:2]1[CH:7]=[CH:6][C:5]([C:8]2[O:9][C:10]3[CH:20]=[C:19]([N:21]([CH3:26])[S:22]([CH3:25])(=[O:24])=[O:23])[C:18](B4OC(C)(C)C(C)(C)O4)=[CH:17][C:11]=3[C:12]=2[C:13]([NH:15][CH3:16])=[O:14])=[CH:4][CH:3]=1.Br[C:37]1[CH:38]=[C:39]([C:45]2[O:46][C:47]3[CH:53]=[CH:52][CH:51]=[C:50]([F:54])[C:48]=3[N:49]=2)[C:40]([O:43][CH3:44])=[N:41][CH:42]=1.[O-]P([O-])([O-])=O.[K+].[K+].[K+]. (2) Given the product [F:19][C:16]1[CH:17]=[CH:18][C:4]2[C:3](=[CH:2][C:35]3[CH:34]=[CH:33][C:32]4[N:28]([CH2:27][CH2:26][N:20]5[CH2:21][CH2:22][O:23][CH2:24][CH2:25]5)[C:29](=[O:46])[NH:30][C:31]=4[CH:36]=3)[C:9]3[CH:10]=[CH:11][CH:12]=[C:13]([F:14])[C:8]=3[CH2:7][O:6][C:5]=2[CH:15]=1, predict the reactants needed to synthesize it. The reactants are: Br[CH:2]=[C:3]1[C:9]2[CH:10]=[CH:11][CH:12]=[C:13]([F:14])[C:8]=2[CH2:7][O:6][C:5]2[CH:15]=[C:16]([F:19])[CH:17]=[CH:18][C:4]1=2.[N:20]1([CH2:26][CH2:27][N:28]2[C:32]3[CH:33]=[CH:34][C:35](B4OC(C)(C)C(C)(C)O4)=[CH:36][C:31]=3[NH:30][C:29]2=[O:46])[CH2:25][CH2:24][O:23][CH2:22][CH2:21]1.C([O-])([O-])=O.[Na+].[Na+]. (3) Given the product [CH3:1][O:2][C:3](=[O:20])[CH2:4][CH2:5][CH2:6][CH2:7][C@H:8]([O:18][CH3:19])[C:9](=[O:17])[NH:10][C:11]1[CH:12]=[CH:13][CH:14]=[CH:15][CH:16]=1, predict the reactants needed to synthesize it. The reactants are: [CH3:1][O:2][C:3](=[O:20])[CH2:4][CH2:5][CH2:6][CH2:7][CH:8]([O:18][CH3:19])[C:9](=[O:17])[NH:10][C:11]1[CH:16]=[CH:15][CH:14]=[CH:13][CH:12]=1. (4) Given the product [Cl:1][C:2]1[CH:10]=[CH:9][C:8]2[N:7]([C:40]#[C:41][C:42]3[CH:47]=[CH:46][C:45]([Cl:48])=[CH:44][CH:43]=3)[C:6]3[CH2:11][CH2:12][N:13]([CH3:16])[CH2:14][CH2:15][C:5]=3[C:4]=2[CH:3]=1, predict the reactants needed to synthesize it. The reactants are: [Cl:1][C:2]1[CH:10]=[CH:9][C:8]2[NH:7][C:6]3[CH2:11][CH2:12][N:13]([CH3:16])[CH2:14][CH2:15][C:5]=3[C:4]=2[CH:3]=1.N1C2C(=CC=C3C=2N=CC=C3)C=CC=1.[O-]P([O-])([O-])=O.[K+].[K+].[K+].Br[C:40]#[C:41][C:42]1[CH:47]=[CH:46][C:45]([Cl:48])=[CH:44][CH:43]=1. (5) Given the product [C:39]([O:21][CH2:20]/[CH:19]=[C:17](/[CH2:16][CH2:15]/[CH:14]=[C:12](\[CH3:13])/[CH2:11][CH2:1]/[CH:2]=[C:3](/[CH2:5][CH2:6][CH:7]=[C:8]([CH3:10])[CH3:9])\[CH3:4])\[CH3:18])(=[O:40])[CH2:38][CH2:37][CH2:36][CH2:35][CH2:34][CH2:33][CH2:32][CH2:31][CH2:30][CH2:29][CH2:28][CH2:27][CH2:26][CH2:25][CH2:24][CH2:23][CH3:22], predict the reactants needed to synthesize it. The reactants are: [CH2:1]([CH2:11][C:12](=[CH:14][CH2:15][CH2:16]/[C:17](=[CH:19]/[CH2:20][OH:21])/[CH3:18])[CH3:13])/[CH:2]=[C:3](/[CH2:5][CH2:6][CH:7]=[C:8]([CH3:10])[CH3:9])\[CH3:4].[CH3:22][CH2:23][CH2:24][CH2:25][CH2:26][CH2:27][CH2:28][CH2:29][CH2:30][CH2:31][CH2:32][CH2:33][CH2:34][CH2:35][CH2:36][CH2:37][CH2:38][C:39](=O)[O:40]CC(C[O:40][C:39](=O)[CH2:38][CH2:37][CH2:36][CH2:35][CH2:34][CH2:33][CH2:32][CH2:31][CH2:30][CH2:29][CH2:28][CH2:27][CH2:26][CH2:25][CH2:24][CH2:23][CH3:22])[O:40][C:39](=O)[CH2:38][CH2:37][CH2:36][CH2:35][CH2:34][CH2:33][CH2:32][CH2:31][CH2:30][CH2:29][CH2:28][CH2:27][CH2:26][CH2:25][CH2:24][CH2:23][CH3:22].CCCCCC.